This data is from Catalyst prediction with 721,799 reactions and 888 catalyst types from USPTO. The task is: Predict which catalyst facilitates the given reaction. (1) Reactant: [Cl:1][C:2]1[C:11]2[C:6](=[CH:7][CH:8]=[C:9]([S:12](Cl)(=[O:14])=[O:13])[CH:10]=2)[C:5]([Cl:16])=[CH:4][N:3]=1.[C:17]([O:21][C:22](=[O:26])[C@H:23]([CH3:25])[NH2:24])([CH3:20])([CH3:19])[CH3:18].CCN(CC)CC. Product: [C:17]([O:21][C:22](=[O:26])[C@H:23]([CH3:25])[NH:24][S:12]([C:9]1[CH:10]=[C:11]2[C:6]([C:5]([Cl:16])=[CH:4][N:3]=[C:2]2[Cl:1])=[CH:7][CH:8]=1)(=[O:14])=[O:13])([CH3:20])([CH3:19])[CH3:18]. The catalyst class is: 2. (2) Reactant: [Si:1]([O:8][CH2:9][CH2:10][N:11]1[C:17]2[N:18]=[CH:19][CH:20]=[CH:21][C:16]=2[C:15]2[CH:22]=[CH:23][CH:24]=[CH:25][C:14]=2[CH2:13][C:12]1=[O:26])([C:4]([CH3:7])([CH3:6])[CH3:5])([CH3:3])[CH3:2].C1(C)C=CC=CC=1.CC(C)([O-])C.[K+].[N:40](OCCC(C)C)=[O:41]. Product: [Si:1]([O:8][CH2:9][CH2:10][N:11]1[C:17]2[N:18]=[CH:19][CH:20]=[CH:21][C:16]=2[C:15]2[CH:22]=[CH:23][CH:24]=[CH:25][C:14]=2[C:13](=[N:40][OH:41])[C:12]1=[O:26])([C:4]([CH3:7])([CH3:5])[CH3:6])([CH3:3])[CH3:2]. The catalyst class is: 69.